From a dataset of Reaction yield outcomes from USPTO patents with 853,638 reactions. Predict the reaction yield, written as a fraction of the theoretical maximum amount of product (1.0 means a 100% yield; for example, 0.34 means a 34% yield). (1) The catalyst is CO.[C].[Pd]. The reactants are [F:1][C:2]1[CH:7]=[C:6]([N+:8]([O-])=O)[CH:5]=[CH:4][C:3]=1[Si:11]([CH3:14])([CH3:13])[CH3:12]. The yield is 0.683. The product is [F:1][C:2]1[CH:7]=[C:6]([CH:5]=[CH:4][C:3]=1[Si:11]([CH3:14])([CH3:13])[CH3:12])[NH2:8]. (2) The reactants are [Cl:1][C:2]1[CH:7]=[CH:6][C:5]([CH2:8]Cl)=[CH:4][N:3]=1.C(=O)([O-])[O-].[K+].[K+].[CH2:16]([O:18][C:19]([CH2:21][N:22]1[CH2:27][CH2:26][NH:25][CH2:24][CH2:23]1)=[O:20])[CH3:17]. The catalyst is C(#N)C. The product is [Cl:1][C:2]1[N:3]=[CH:4][C:5]([CH2:8][N:25]2[CH2:24][CH2:23][N:22]([CH2:21][C:19]([O:18][CH2:16][CH3:17])=[O:20])[CH2:27][CH2:26]2)=[CH:6][CH:7]=1. The yield is 0.300.